This data is from Catalyst prediction with 721,799 reactions and 888 catalyst types from USPTO. The task is: Predict which catalyst facilitates the given reaction. (1) Reactant: [O:1]=[C:2]1[C:10]2[C:5](=[CH:6][CH:7]=[CH:8][CH:9]=2)[C:4](=[O:11])[N:3]1[CH:12]1[CH2:17][CH2:16][CH:15]([C:18]([O:20][CH2:21][CH3:22])=[O:19])[CH2:14][CH2:13]1.[Li+].[CH3:24]C([N-]C(C)C)C.CI. Product: [O:1]=[C:2]1[C:10]2[C:5](=[CH:6][CH:7]=[CH:8][CH:9]=2)[C:4](=[O:11])[N:3]1[CH:12]1[CH2:13][CH2:14][C:15]([CH3:24])([C:18]([O:20][CH2:21][CH3:22])=[O:19])[CH2:16][CH2:17]1. The catalyst class is: 1. (2) Reactant: [O:1]1[C:6]2[CH:7]=[CH:8][CH:9]=[C:10]([N:11]3[CH2:16][CH2:15][N:14]([C@H:17]([CH3:26])[CH2:18][NH:19][C:20]4[CH:25]=[CH:24][CH:23]=[CH:22][N:21]=4)[CH2:13][CH2:12]3)[C:5]=2[O:4][CH2:3][CH2:2]1.[C:27]([C:29]1[CH:37]=[CH:36][C:32]([C:33](Cl)=[O:34])=[CH:31][CH:30]=1)#[N:28]. Product: [C:27]([C:29]1[CH:37]=[CH:36][C:32]([C:33]([N:19]([CH2:18][C@H:17]([N:14]2[CH2:15][CH2:16][N:11]([C:10]3[C:5]4[O:4][CH2:3][CH2:2][O:1][C:6]=4[CH:7]=[CH:8][CH:9]=3)[CH2:12][CH2:13]2)[CH3:26])[C:20]2[CH:25]=[CH:24][CH:23]=[CH:22][N:21]=2)=[O:34])=[CH:31][CH:30]=1)#[N:28]. The catalyst class is: 4. (3) Reactant: [NH2:1][CH2:2][CH2:3][O:4][C:5]1[CH:6]=[C:7]([C:11]#[C:12][C:13]2([OH:19])[CH2:18][CH2:17][S:16][CH2:15][CH2:14]2)[CH:8]=[CH:9][CH:10]=1. Product: [NH2:1][CH2:2][CH2:3][O:4][C:5]1[CH:6]=[C:7]([CH:8]=[CH:9][CH:10]=1)[CH2:11][CH2:12][C:13]1([OH:19])[CH2:14][CH2:15][S:16][CH2:17][CH2:18]1. The catalyst class is: 513. (4) Product: [F:1][C:2]1[CH:3]=[CH:4][C:5]([C:8]2[C:16]3[C:11](=[CH:12][CH:13]=[C:14]([NH:17][C:31]([NH:30][C:27]4[CH:28]=[CH:29][C:24]([F:23])=[CH:25][CH:26]=4)=[O:32])[CH:15]=3)[NH:10][N:9]=2)=[CH:6][CH:7]=1. Reactant: [F:1][C:2]1[CH:7]=[CH:6][C:5]([C:8]2[C:16]3[C:11](=[CH:12][CH:13]=[C:14]([NH2:17])[CH:15]=3)[N:10](OCCOC)[N:9]=2)=[CH:4][CH:3]=1.[F:23][C:24]1[CH:29]=[CH:28][C:27]([N:30]=[C:31]=[O:32])=[CH:26][CH:25]=1. The catalyst class is: 12. (5) Reactant: [NH2:1][C@@H:2]([C:10]1[NH:11][C:12]2[C:17]([CH:18]=1)=[CH:16][C:15]([Cl:19])=[CH:14][C:13]=2[NH:20][CH2:21][C:22]1[CH:27]=[CH:26][CH:25]=[CH:24][CH:23]=1)[CH2:3][C:4]1[CH:9]=[CH:8][CH:7]=[CH:6][CH:5]=1.C(N(CC)CC)C.C(Cl)CCl.C1C=CC2N(O)N=NC=2C=1.[C:49]([NH:56][CH2:57][C:58](O)=[O:59])([O:51][C:52]([CH3:55])([CH3:54])[CH3:53])=[O:50].Cl. Product: [C:52]([O:51][C:49](=[O:50])[NH:56][CH2:57][C:58](=[O:59])[NH:1][C@@H:2]([C:10]1[NH:11][C:12]2[C:17]([CH:18]=1)=[CH:16][C:15]([Cl:19])=[CH:14][C:13]=2[NH:20][CH2:21][C:22]1[CH:27]=[CH:26][CH:25]=[CH:24][CH:23]=1)[CH2:3][C:4]1[CH:5]=[CH:6][CH:7]=[CH:8][CH:9]=1)([CH3:55])([CH3:53])[CH3:54]. The catalyst class is: 4.